Dataset: Full USPTO retrosynthesis dataset with 1.9M reactions from patents (1976-2016). Task: Predict the reactants needed to synthesize the given product. Given the product [CH3:45][C:25]1([CH3:44])[C:24]2[CH:23]=[C:14]3[C:11]4[CH:10]=[CH:9][C:8]([N:7]([C:65]5[CH:66]=[CH:62][C:60]([CH3:61])=[CH:63][CH:64]=5)[C:4]5[CH:3]=[CH:2][C:1]([CH3:15])=[CH:6][CH:5]=5)=[CH:13][C:12]=4[C:20]([CH3:50])([CH3:49])[C:21]3=[CH:33][C:32]=2[C:31]2[C:26]1=[CH:27][C:28]([C:38]1[CH:39]=[CH:40][CH:41]=[CH:42][CH:43]=1)=[C:29]1[CH:37]=[CH:36][CH:35]=[CH:34][C:30]1=2, predict the reactants needed to synthesize it. The reactants are: [C:1]1([CH3:15])[CH:6]=[CH:5][C:4]([NH:7][C:8]2[CH:13]=[CH:12][C:11]([CH3:14])=[CH:10][CH:9]=2)=[CH:3][CH:2]=1.BrC1C=CC2C3=[CH:23][C:24]4[C:25]([CH3:45])([CH3:44])[C:26]5[C:31]([C:32]=4[CH:33]=[C:21]3[C:20]([CH3:50])([CH3:49])C=2C=1)=[C:30]1[CH:34]=[CH:35][CH:36]=[CH:37][C:29]1=[C:28]([C:38]1[CH:43]=[CH:42][CH:41]=[CH:40][CH:39]=1)[CH:27]=5.[C:60](P([C:60]([CH3:63])([CH3:62])[CH3:61])[C:60]([CH3:63])([CH3:62])[CH3:61])([CH3:63])([CH3:62])[CH3:61].[CH3:64][C:65](C)([O-])[CH3:66].[Na+].